This data is from Full USPTO retrosynthesis dataset with 1.9M reactions from patents (1976-2016). The task is: Predict the reactants needed to synthesize the given product. (1) Given the product [CH3:20][C:16]1[NH:17][C:18](=[O:19])[C:13]([C:11]2[N:12]=[C:8]([C:6]3[CH:5]=[CH:4][N:3]=[C:2]([NH:26][CH2:27][C:28]4[CH:33]=[CH:32][CH:31]=[CH:30][N:29]=4)[CH:7]=3)[S:9][CH:10]=2)=[CH:14][CH:15]=1, predict the reactants needed to synthesize it. The reactants are: Cl[C:2]1[CH:7]=[C:6]([C:8]2[S:9][CH:10]=[C:11]([C:13]3[C:18](=[O:19])[NH:17][C:16]([CH3:20])=[C:15](C(OCC)=O)[CH:14]=3)[N:12]=2)[CH:5]=[CH:4][N:3]=1.[NH2:26][CH2:27][C:28]1[CH:33]=[CH:32][CH:31]=[CH:30][N:29]=1. (2) Given the product [BrH:1].[NH2:10][C@@H:11]1[CH2:20][CH2:19][C:14]2([O:18][CH2:17][CH2:16][O:15]2)[CH2:13][C@@H:12]1[C:21]([O:23][CH2:24][CH3:25])=[O:22], predict the reactants needed to synthesize it. The reactants are: [BrH:1].C1([C@H]([NH:10][C@@H:11]2[CH2:20][CH2:19][C:14]3([O:18][CH2:17][CH2:16][O:15]3)[CH2:13][C@@H:12]2[C:21]([O:23][CH2:24][CH3:25])=[O:22])C)C=CC=CC=1. (3) Given the product [NH2:1][CH2:4][C:5]1[CH:6]=[CH:7][C:8]([O:9][C:10]2[N:15]=[C:14]([CH3:16])[C:13]([CH2:17][N:18]3[CH2:19][CH2:20][CH:21]([N:24]4[C@H:28]([C:29]5[CH:30]=[CH:31][CH:32]=[CH:33][CH:34]=5)[CH2:27][O:26][C:25]4=[O:35])[CH2:22][CH2:23]3)=[CH:12][CH:11]=2)=[CH:36][CH:37]=1, predict the reactants needed to synthesize it. The reactants are: [N:1]([CH2:4][C:5]1[CH:37]=[CH:36][C:8]([O:9][C:10]2[N:15]=[C:14]([CH3:16])[C:13]([CH2:17][N:18]3[CH2:23][CH2:22][CH:21]([N:24]4[C@H:28]([C:29]5[CH:34]=[CH:33][CH:32]=[CH:31][CH:30]=5)[CH2:27][O:26][C:25]4=[O:35])[CH2:20][CH2:19]3)=[CH:12][CH:11]=2)=[CH:7][CH:6]=1)=[N+]=[N-].C1C=CC(P(C2C=CC=CC=2)C2C=CC=CC=2)=CC=1. (4) Given the product [CH2:30]([O:32][C:33](=[O:37])[CH2:34][CH2:35][NH:36][C:11](=[O:12])[C:10]1[CH:14]=[CH:15][C:7]([CH:6]([CH:4]2[CH2:3][C:2]([CH3:1])([CH3:28])[CH2:5]2)[NH:16][C:17]2[C:26]([CH3:27])=[CH:25][C:24]3[C:19](=[CH:20][CH:21]=[CH:22][CH:23]=3)[N:18]=2)=[CH:8][CH:9]=1)[CH3:31], predict the reactants needed to synthesize it. The reactants are: [CH3:1][C:2]1([CH3:28])[CH2:5][CH:4]([CH:6]([NH:16][C:17]2[C:26]([CH3:27])=[CH:25][C:24]3[C:19](=[CH:20][CH:21]=[CH:22][CH:23]=3)[N:18]=2)[C:7]2[CH:15]=[CH:14][C:10]([C:11](O)=[O:12])=[CH:9][CH:8]=2)[CH2:3]1.Cl.[CH2:30]([O:32][C:33](=[O:37])[CH2:34][CH2:35][NH2:36])[CH3:31].C(N(CC)CC)C. (5) Given the product [F:1][C:2]1[CH:7]=[CH:6][C:5]([C:8]([N:10]2[CH2:15][CH2:14][CH2:13][CH:12]([N:26]3[N:27]=[N:28][C:24]([C:19]4[CH:20]=[CH:21][CH:22]=[CH:23][C:18]=4[F:17])=[N:25]3)[CH2:11]2)=[O:9])=[CH:4][CH:3]=1, predict the reactants needed to synthesize it. The reactants are: [F:1][C:2]1[CH:7]=[CH:6][C:5]([C:8]([N:10]2[CH2:15][CH2:14][CH2:13][CH:12](O)[CH2:11]2)=[O:9])=[CH:4][CH:3]=1.[F:17][C:18]1[CH:23]=[CH:22][CH:21]=[CH:20][C:19]=1[C:24]1[NH:28][N:27]=[N:26][N:25]=1. (6) Given the product [O:17]1[C:16]2[CH:15]=[CH:14][N:13]=[CH:12][C:11]=2[N:10]=[C:8]1[C:3]1[C:2]([NH2:1])=[N:7][CH:6]=[CH:5][N:4]=1, predict the reactants needed to synthesize it. The reactants are: [NH2:1][C:2]1[C:3]([C:8]([NH:10][C:11]2[CH:12]=[N:13][CH:14]=[CH:15][C:16]=2[OH:17])=O)=[N:4][CH:5]=[CH:6][N:7]=1.ClC(Cl)(Cl)C(Cl)(Cl)Cl.C1(P(C2C=CC=CC=2)C2C=CC=CC=2)C=CC=CC=1.C(N(CC)CC)C. (7) Given the product [C:30]([O:29][C:27]([NH:23][C:24]1[CH:25]=[CH:26][C:18]([C:15]2([C:13]([O:12][CH2:10][CH3:11])=[O:14])[CH2:16][CH2:17]2)=[CH:19][C:20]=1[C:21](=[O:35])[C:22]([N:2]1[CH2:3][C:4]2[C:9](=[CH:8][CH:7]=[CH:6][CH:5]=2)[CH2:1]1)=[O:34])=[O:28])([CH3:32])([CH3:31])[CH3:33], predict the reactants needed to synthesize it. The reactants are: [CH2:1]1[C:9]2[C:4](=[CH:5][CH:6]=[CH:7][CH:8]=2)[CH2:3][NH:2]1.[CH2:10]([O:12][C:13]([C:15]1([C:18]2[CH:19]=[C:20]3[C:24](=[CH:25][CH:26]=2)[N:23]([C:27]([O:29][C:30]([CH3:33])([CH3:32])[CH3:31])=[O:28])[C:22](=[O:34])[C:21]3=[O:35])[CH2:17][CH2:16]1)=[O:14])[CH3:11]. (8) The reactants are: [Cl:1][C:2]1[C:7]([C:8]2[N:9]=[C:10]([CH:21]3[CH2:23][CH2:22]3)[O:11][C:12]=2[C:13]2[CH:18]=[CH:17][N:16]=[C:15]([S:19][CH3:20])[N:14]=2)=[CH:6][C:5]([F:24])=[CH:4][C:3]=1[NH:25]C(=O)C(C)(C)C.S(=O)(=O)(O)O.CCOC(C)=O.C([O-])(O)=O.[Na+]. Given the product [Cl:1][C:2]1[C:7]([C:8]2[N:9]=[C:10]([CH:21]3[CH2:23][CH2:22]3)[O:11][C:12]=2[C:13]2[CH:18]=[CH:17][N:16]=[C:15]([S:19][CH3:20])[N:14]=2)=[CH:6][C:5]([F:24])=[CH:4][C:3]=1[NH2:25], predict the reactants needed to synthesize it.